From a dataset of CYP3A4 inhibition data for predicting drug metabolism from PubChem BioAssay. Regression/Classification. Given a drug SMILES string, predict its absorption, distribution, metabolism, or excretion properties. Task type varies by dataset: regression for continuous measurements (e.g., permeability, clearance, half-life) or binary classification for categorical outcomes (e.g., BBB penetration, CYP inhibition). Dataset: cyp3a4_veith. (1) The molecule is C[n+]1ccccc1/C=N\O. The result is 0 (non-inhibitor). (2) The compound is S=C1SCN(Cc2ccccn2)CN1Cc1ccco1. The result is 1 (inhibitor). (3) The molecule is Cc1nc2cnc(OCc3ccccc3)nc2n(C)c1=O. The result is 0 (non-inhibitor). (4) The result is 0 (non-inhibitor). The drug is Cc1ccc(NC(=O)c2cc(NC(=O)CCCC(=O)O)ccc2Cl)cc1Cl. (5) The drug is CCOc1ccc(NC(=O)c2ccc(Br)o2)c([N+](=O)[O-])c1. The result is 0 (non-inhibitor).